Dataset: Forward reaction prediction with 1.9M reactions from USPTO patents (1976-2016). Task: Predict the product of the given reaction. (1) Given the reactants [C:1]([CH:9]1[CH2:15][CH2:14][O:13][C:12]2[CH:16]=[C:17]([N:20]3[CH2:24][C@H:23]([CH2:25][NH:26][C:27](=[O:29])[CH3:28])[O:22][C:21]3=[O:30])[CH:18]=[CH:19][C:11]=2[C:10]1=[O:31])(=[O:8])[C:2]1[CH:7]=[CH:6][CH:5]=CC=1.[Li+].C[Si]([N-][Si](C)(C)C)(C)C.[O:42]1C=CC=C1C(Cl)=O.[Cl-].[NH4+], predict the reaction product. The product is: [O:42]1[CH:5]=[CH:6][CH:7]=[C:2]1[C:1]([CH:9]1[CH2:15][CH2:14][O:13][C:12]2[CH:16]=[C:17]([N:20]3[CH2:24][C@H:23]([CH2:25][NH:26][C:27](=[O:29])[CH3:28])[O:22][C:21]3=[O:30])[CH:18]=[CH:19][C:11]=2[C:10]1=[O:31])=[O:8]. (2) Given the reactants [C:1]1([NH:7]N)[CH:6]=[CH:5][CH:4]=[CH:3][CH:2]=1.[C:9]([C:13]1[CH:18]=[CH:17][CH:16]=[CH:15][CH:14]=1)(=O)[CH2:10][CH3:11].S(=O)(=O)(O)O.NN, predict the reaction product. The product is: [CH3:11][C:10]1[C:6]2[C:1](=[CH:2][CH:3]=[CH:4][CH:5]=2)[NH:7][C:9]=1[C:13]1[CH:18]=[CH:17][CH:16]=[CH:15][CH:14]=1. (3) The product is: [Cl:26][C:27]1[CH:28]=[C:29]([NH:30][C:18](=[O:21])[C:2]2[CH:3]=[CH:4][C:5]([F:17])=[C:6]([S:8][CH:9]3[CH2:14][CH2:13][C:12]([CH3:16])([CH3:15])[CH2:11][CH2:10]3)[CH:7]=2)[CH:31]=[CH:32][C:33]=1[F:34]. Given the reactants Br[C:2]1[CH:3]=[CH:4][C:5]([F:17])=[C:6]([S:8][CH:9]2[CH2:14][CH2:13][C:12]([CH3:16])([CH3:15])[CH2:11][CH2:10]2)[CH:7]=1.[C:18](=[O:21])([O-])[O-].[Na+].[Na+].[C]=O.[Cl:26][C:27]1[CH:28]=[C:29]([CH:31]=[CH:32][C:33]=1[F:34])[NH2:30], predict the reaction product.